This data is from Full USPTO retrosynthesis dataset with 1.9M reactions from patents (1976-2016). The task is: Predict the reactants needed to synthesize the given product. (1) Given the product [Cl:1][C:2]1[C:3]2[N:4]([C:10]([C@H:12]3[CH2:17][CH2:16][C@H:15]([C:18]([O:20][CH3:21])=[O:19])[CH2:14][CH2:13]3)=[N:9][CH:8]=2)[CH:5]=[CH:6][N:7]=1, predict the reactants needed to synthesize it. The reactants are: [Cl:1][C:2]1[C:3]([CH2:8][NH:9][C:10]([C@H:12]2[CH2:17][CH2:16][C@H:15]([C:18]([O:20][CH3:21])=[O:19])[CH2:14][CH2:13]2)=O)=[N:4][CH:5]=[CH:6][N:7]=1.CN(C=O)C.O=P(Cl)(Cl)Cl. (2) Given the product [CH3:26]/[C:20](=[CH:19]\[C@@H:18]([N:17]([CH3:30])[C:15](=[O:16])[C@H:9]([C:10]([CH3:14])([CH2:12][CH3:13])[CH3:11])[NH2:8])[CH:27]([CH3:28])[CH3:29])/[C:21]([O:23][CH2:24][CH3:25])=[O:22], predict the reactants needed to synthesize it. The reactants are: C(OC([NH:8][C@H:9]([C:15]([N:17]([CH3:30])[C@@H:18]([CH:27]([CH3:29])[CH3:28])/[CH:19]=[C:20](\[CH3:26])/[C:21]([O:23][CH2:24][CH3:25])=[O:22])=[O:16])[C:10]([CH3:14])([CH2:12][CH3:13])[CH3:11])=O)(C)(C)C.Cl.O1CCOCC1. (3) Given the product [F:28][C:27]([F:30])([F:29])[C:25]([OH:31])=[O:26].[CH:1]1([CH2:4][CH2:5][O:6][C:7]2[N:15]=[C:14]3[C:10]([N:11]=[C:12]([O:22][CH3:23])[NH:13]3)=[C:9]([NH2:24])[N:8]=2)[CH2:3][CH2:2]1, predict the reactants needed to synthesize it. The reactants are: [CH:1]1([CH2:4][CH2:5][O:6][C:7]2[N:15]=[C:14]3[C:10]([N:11]=[C:12]([O:22][CH3:23])[N:13]3C3CCCCO3)=[C:9]([NH2:24])[N:8]=2)[CH2:3][CH2:2]1.[C:25]([OH:31])([C:27]([F:30])([F:29])[F:28])=[O:26].CCOC(C)=O. (4) The reactants are: BrCCBr.C[Si](Cl)(C)C.[CH2:10]([CH:12]1[CH2:17][CH2:16][CH2:15][CH:14](I)[CH2:13]1)[CH3:11].Cl[C:20]1[S:24][N:23]=[C:22]([S:25][CH3:26])[N:21]=1. Given the product [CH2:10]([CH:12]1[CH2:17][CH2:16][CH2:15][CH:14]([C:20]2[S:24][N:23]=[C:22]([S:25][CH3:26])[N:21]=2)[CH2:13]1)[CH3:11], predict the reactants needed to synthesize it.